This data is from NCI-60 drug combinations with 297,098 pairs across 59 cell lines. The task is: Regression. Given two drug SMILES strings and cell line genomic features, predict the synergy score measuring deviation from expected non-interaction effect. Drug 1: COC1=C2C(=CC3=C1OC=C3)C=CC(=O)O2. Drug 2: CC1C(C(CC(O1)OC2CC(CC3=C2C(=C4C(=C3O)C(=O)C5=C(C4=O)C(=CC=C5)OC)O)(C(=O)CO)O)N)O.Cl. Cell line: HCT-15. Synergy scores: CSS=25.7, Synergy_ZIP=-0.245, Synergy_Bliss=-0.535, Synergy_Loewe=-7.39, Synergy_HSA=0.265.